Dataset: Reaction yield outcomes from USPTO patents with 853,638 reactions. Task: Predict the reaction yield, written as a fraction of the theoretical maximum amount of product (1.0 means a 100% yield; for example, 0.34 means a 34% yield). (1) The reactants are [Br:1][C:2]1[CH:3]=[C:4]2[C:9](=[CH:10][CH:11]=1)[N:8]([CH:12]=O)[CH2:7][CH2:6][C:5]2([CH3:15])[CH3:14].[CH2:16]([Mg]Br)[CH3:17].C(OCC)C. The catalyst is O1CCCC1. The product is [Br:1][C:2]1[CH:3]=[C:4]2[C:9](=[CH:10][CH:11]=1)[N:8]([CH:12]1[CH2:17][CH2:16]1)[CH2:7][CH2:6][C:5]2([CH3:15])[CH3:14]. The yield is 0.640. (2) The reactants are [CH3:1][O:2][C:3]1[CH:8]=[CH:7][C:6]([CH2:9][C:10]([C:12]2[CH:17]=[N:16][CH:15]=[CH:14][N:13]=2)=O)=[CH:5][CH:4]=1.C[O:19][CH:20](OC)[N:21]([CH3:23])C.CN[C:28](=O)[CH2:29][C:30]1[S:31][CH:32]=[C:33]([CH3:35])[N:34]=1.[H-].[Na+]. The catalyst is O1CCCC1.O.CO. The product is [CH3:1][O:2][C:3]1[CH:8]=[CH:7][C:6]([C:9]2[CH:28]=[C:29]([C:30]3[S:31][CH:32]=[C:33]([CH3:35])[N:34]=3)[C:20](=[O:19])[N:21]([CH3:23])[C:10]=2[C:12]2[CH:17]=[N:16][CH:15]=[CH:14][N:13]=2)=[CH:5][CH:4]=1. The yield is 0.0800. (3) The reactants are Br[CH2:2][CH2:3][O:4][C:5]1[CH:14]=[C:13]2[C:8]([C:9]([NH:15][C:16]3[CH:21]=[CH:20][C:19]([Cl:22])=[CH:18][C:17]=3[F:23])=[N:10][CH:11]=[N:12]2)=[CH:7][C:6]=1[O:24][CH3:25].[CH2:26]([O:28][C:29]([N:31]1[CH2:36][CH2:35][NH:34][CH2:33][CH2:32]1)=[O:30])[CH3:27]. The catalyst is O. The product is [ClH:22].[Cl:22][C:19]1[CH:20]=[CH:21][C:16]([NH:15][C:9]2[C:8]3[C:13](=[CH:14][C:5]([O:4][CH2:3][CH2:2][N:34]4[CH2:33][CH2:32][N:31]([C:29]([O:28][CH2:26][CH3:27])=[O:30])[CH2:36][CH2:35]4)=[C:6]([O:24][CH3:25])[CH:7]=3)[N:12]=[CH:11][N:10]=2)=[C:17]([F:23])[CH:18]=1. The yield is 0.460.